Dataset: Forward reaction prediction with 1.9M reactions from USPTO patents (1976-2016). Task: Predict the product of the given reaction. (1) The product is: [CH3:19][O:18][C:11]1[CH:12]=[CH:13][CH:14]=[C:15]([O:16][CH3:17])[C:10]=1[CH:2]1[N:1]([CH2:30][C:22]2[CH:21]=[N:20][C:29]3[C:24]([CH:23]=2)=[CH:25][CH:26]=[CH:27][CH:28]=3)[C:6](=[O:8])[CH2:5][CH2:4][CH2:3]1. Given the reactants [NH2:1][CH:2]([C:10]1[C:15]([O:16][CH3:17])=[CH:14][CH:13]=[CH:12][C:11]=1[O:18][CH3:19])[CH2:3][CH2:4][CH2:5][C:6]([O:8]C)=O.[N:20]1[C:29]2[C:24](=[CH:25][CH:26]=[CH:27][CH:28]=2)[CH:23]=[C:22]([CH:30]=O)[CH:21]=1, predict the reaction product. (2) Given the reactants C(N(C(C)C)CC)(C)C.C(N1C(O[C:18]2[CH:26]=[CH:25][C:21]([C:22](O)=[O:23])=[CH:20][CH:19]=2)=CC(C2C=CC=C(C(NS(CC(F)(F)F)(=O)=O)(C)C)C=2)=N1)C.[O:45]1[CH2:49][CH2:48][CH2:47][CH:46]1[CH2:50][NH2:51], predict the reaction product. The product is: [O:45]1[CH2:49][CH2:48][CH2:47][CH:46]1[CH2:50][NH:51][C:22](=[O:23])[C:21]1[CH:25]=[CH:26][CH:18]=[CH:19][CH:20]=1. (3) Given the reactants [CH:1]1([C:4]2[N:9]=[CH:8][C:7]([NH:10][C:11]3[N:16]=[C:15]([F:17])[C:14]([C:18]([C:20]4[C:28]5[C:23](=[N:24][CH:25]=[C:26]([CH3:29])[CH:27]=5)[N:22]([Si](C(C)C)(C(C)C)C(C)C)[CH:21]=4)=[O:19])=[CH:13][CH:12]=3)=[CH:6][CH:5]=2)[CH2:3][CH2:2]1.O, predict the reaction product. The product is: [CH:1]1([C:4]2[N:9]=[CH:8][C:7]([NH:10][C:11]3[N:16]=[C:15]([F:17])[C:14]([C:18]([C:20]4[C:28]5[C:23](=[N:24][CH:25]=[C:26]([CH3:29])[CH:27]=5)[NH:22][CH:21]=4)=[O:19])=[CH:13][CH:12]=3)=[CH:6][CH:5]=2)[CH2:2][CH2:3]1. (4) Given the reactants [C:1]1([C:11]2[CH:16]=[CH:15][CH:14]=[CH:13][CH:12]=2)[CH:6]=[CH:5][C:4]([C:7]([NH:9][NH2:10])=[O:8])=[CH:3][CH:2]=1.FC(F)(F)[C:19]1[CH:28]=[CH:27][C:22]([C:23](NN)=O)=[CH:21][CH:20]=1.[F:31][C:32]([F:43])([F:42])[C:33]1[CH:34]=[C:35]([CH:38]=[CH:39][C:40]=1[Cl:41])[CH:36]=O.C1(C2C=CC=CC=2)C=CC([CH:50]=[O:51])=CC=1.[ClH:58].C[O:60][C:61](=[O:73])[C@H:62](CSCC1C=CC=CC=1)[NH2:63], predict the reaction product. The product is: [Cl:41][C:40]1[CH:39]=[CH:38][C:35]([CH2:36][N:10]([C:50]([NH:63][CH:62]([C:61]([OH:60])=[O:73])[CH2:23][C:22]2[CH:21]=[CH:20][C:19]([Cl:58])=[CH:28][CH:27]=2)=[O:51])[NH:9][C:7]([C:4]2[CH:5]=[CH:6][C:1]([C:11]3[CH:12]=[CH:13][CH:14]=[CH:15][CH:16]=3)=[CH:2][CH:3]=2)=[O:8])=[CH:34][C:33]=1[C:32]([F:43])([F:42])[F:31]. (5) Given the reactants [OH:1]C(C(F)(F)F)=O.[CH3:8][C:9]1[NH:10][C:11]2[C:16]([C:17]=1[CH3:18])=[C:15]([NH:19][C@H:20]1[CH2:24][CH2:23][NH:22][CH2:21]1)[CH:14]=[CH:13][C:12]=2[C:25]#[N:26].OS(O)(=O)=O.[OH-].[Na+], predict the reaction product. The product is: [CH3:8][C:9]1[NH:10][C:11]2[C:16]([C:17]=1[CH3:18])=[C:15]([NH:19][C@H:20]1[CH2:24][CH2:23][NH:22][CH2:21]1)[CH:14]=[CH:13][C:12]=2[C:25]([NH2:26])=[O:1]. (6) Given the reactants [C:1]([O:5][C:6](=[O:15])[NH:7][C:8]1[CH:13]=[CH:12][CH:11]=[C:10]([Cl:14])[N:9]=1)([CH3:4])([CH3:3])[CH3:2].C(N(CC)CCN(CC)CC)C.C([Li])CCC.CN([CH:36]=[O:37])C, predict the reaction product. The product is: [C:1]([O:5][C:6](=[O:15])[NH:7][C:8]1[C:13]([CH:36]=[O:37])=[CH:12][CH:11]=[C:10]([Cl:14])[N:9]=1)([CH3:4])([CH3:2])[CH3:3]. (7) Given the reactants [Cl:1][C:2]1[CH:3]=[C:4]([C:8](=[O:12])[CH:9](Br)[CH3:10])[CH:5]=[CH:6][CH:7]=1.[NH2:13][C:14]([CH3:18])([CH3:17])[CH2:15][OH:16], predict the reaction product. The product is: [OH:12][C:8]1([C:4]2[CH:5]=[CH:6][CH:7]=[C:2]([Cl:1])[CH:3]=2)[O:16][CH2:15][C:14]([CH3:18])([CH3:17])[NH:13][CH:9]1[CH3:10]. (8) The product is: [C:23]([C:16]1[C:17](=[O:22])[C:18]([O:20][CH3:21])=[CH:19][N:14]([C:3]2[CH:4]=[C:5]([C:8]3[CH:9]=[N:10][N:11]([CH3:13])[CH:12]=3)[CH:6]=[CH:7][C:2]=2[F:1])[N:15]=1)(=[O:24])[CH3:29]. Given the reactants [F:1][C:2]1[CH:7]=[CH:6][C:5]([C:8]2[CH:9]=[N:10][N:11]([CH3:13])[CH:12]=2)=[CH:4][C:3]=1[N:14]1[CH:19]=[C:18]([O:20][CH3:21])[C:17](=[O:22])[C:16]([C:23](N(OC)C)=[O:24])=[N:15]1.[CH3:29][Mg+].[Br-], predict the reaction product. (9) The product is: [CH3:18][N:19]([CH3:28])[CH2:20][CH2:21][N:22]1[CH2:27][CH2:26][N:25]([C:2]2[CH:7]=[CH:6][C:5]([C:8]3[CH:13]=[CH:12][C:11]([C:14]([F:17])([F:16])[F:15])=[CH:10][CH:9]=3)=[CH:4][N:3]=2)[CH2:24][CH2:23]1. Given the reactants Cl[C:2]1[CH:7]=[CH:6][C:5]([C:8]2[CH:13]=[CH:12][C:11]([C:14]([F:17])([F:16])[F:15])=[CH:10][CH:9]=2)=[CH:4][N:3]=1.[CH3:18][N:19]([CH3:28])[CH2:20][CH2:21][N:22]1[CH2:27][CH2:26][NH:25][CH2:24][CH2:23]1, predict the reaction product.